Dataset: Forward reaction prediction with 1.9M reactions from USPTO patents (1976-2016). Task: Predict the product of the given reaction. (1) Given the reactants CN([P+](ON1N=NC2C=CC=CC1=2)(N(C)C)N(C)C)C.F[P-](F)(F)(F)(F)F.C(N(CC)CC)C.[NH2:35][C:36]1[N:44]=[CH:43][CH:42]=[CH:41][C:37]=1[C:38]([OH:40])=O.[O:45]([CH2:52][C:53]1[CH:60]=[CH:59][C:56]([CH2:57][NH2:58])=[CH:55][CH:54]=1)[C:46]1[CH:51]=[CH:50][CH:49]=[CH:48][CH:47]=1, predict the reaction product. The product is: [O:45]([CH2:52][C:53]1[CH:54]=[CH:55][C:56]([CH2:57][NH:58][C:38](=[O:40])[C:37]2[CH:41]=[CH:42][CH:43]=[N:44][C:36]=2[NH2:35])=[CH:59][CH:60]=1)[C:46]1[CH:51]=[CH:50][CH:49]=[CH:48][CH:47]=1. (2) Given the reactants [N+:1]([C:4]1[CH:5]=[C:6]([OH:10])[CH:7]=[CH:8][CH:9]=1)([O-:3])=[O:2].P([O-])([O-])([O-])=O.[K+].[K+].[K+].C(P(C(C)(C)C)C1C=CC=CC=1C1C(C(C)C)=CC(C(C)C)=CC=1C(C)C)(C)(C)C.[C:49]([NH:57][C:58]1[CH:70]=[C:69](Br)[CH:68]=[CH:67][C:59]=1[C:60]([O:62][C:63]([CH3:66])([CH3:65])[CH3:64])=[O:61])(=[O:56])[C:50]1[CH:55]=[CH:54][CH:53]=[CH:52][CH:51]=1.C(O)(=O)CC(CC(O)=O)(C(O)=O)O, predict the reaction product. The product is: [C:49]([NH:57][C:58]1[CH:70]=[C:69]([O:10][C:6]2[CH:7]=[CH:8][CH:9]=[C:4]([N+:1]([O-:3])=[O:2])[CH:5]=2)[CH:68]=[CH:67][C:59]=1[C:60]([O:62][C:63]([CH3:65])([CH3:66])[CH3:64])=[O:61])(=[O:56])[C:50]1[CH:51]=[CH:52][CH:53]=[CH:54][CH:55]=1. (3) Given the reactants C[O:2][C:3](=[O:24])[C:4]1[CH:9]=[CH:8][C:7]([O:10][CH3:11])=[C:6]([NH:12][C:13](=[O:23])[CH2:14][C:15]2[CH:20]=[CH:19][C:18]([Cl:21])=[CH:17][C:16]=2[Cl:22])[CH:5]=1.O.[OH-].[Li+], predict the reaction product. The product is: [Cl:22][C:16]1[CH:17]=[C:18]([Cl:21])[CH:19]=[CH:20][C:15]=1[CH2:14][C:13]([NH:12][C:6]1[CH:5]=[C:4]([CH:9]=[CH:8][C:7]=1[O:10][CH3:11])[C:3]([OH:24])=[O:2])=[O:23]. (4) Given the reactants [F:1][C:2]([F:13])([F:12])[C:3]1[CH:11]=[CH:10][C:6]([C:7]([OH:9])=O)=[CH:5][CH:4]=1.[NH2:14][CH2:15][C:16]1[CH:17]=[C:18]([CH:33]=[CH:34][CH:35]=1)[O:19][C:20]1[CH:32]=[CH:31][C:23]([O:24][C:25]([CH3:30])([CH3:29])[C:26]([OH:28])=[O:27])=[CH:22][CH:21]=1, predict the reaction product. The product is: [CH3:30][C:25]([O:24][C:23]1[CH:31]=[CH:32][C:20]([O:19][C:18]2[CH:33]=[CH:34][CH:35]=[C:16]([CH2:15][NH:14][C:7](=[O:9])[C:6]3[CH:5]=[CH:4][C:3]([C:2]([F:1])([F:13])[F:12])=[CH:11][CH:10]=3)[CH:17]=2)=[CH:21][CH:22]=1)([CH3:29])[C:26]([OH:28])=[O:27].